From a dataset of Full USPTO retrosynthesis dataset with 1.9M reactions from patents (1976-2016). Predict the reactants needed to synthesize the given product. (1) The reactants are: Cl.[CH:2]1([NH:8][C:9]2[C:14]([CH3:15])=[C:13]([CH3:16])[N:12]=[C:11]([NH:17][CH2:18][C:19]3[CH:24]=[CH:23][CH:22]=[CH:21][N:20]=3)[N:10]=2)[CH2:7][CH2:6][CH2:5][CH2:4][CH2:3]1.[Cl:25]C1C=CN=C(CN)C=1. Given the product [Cl:25][C:23]1[CH:22]=[CH:21][N:20]=[C:19]([CH2:18][NH:17][C:11]2[N:10]=[C:9]([NH:8][CH:2]3[CH2:3][CH2:4][CH2:5][CH2:6][CH2:7]3)[C:14]([CH3:15])=[C:13]([CH3:16])[N:12]=2)[CH:24]=1, predict the reactants needed to synthesize it. (2) The reactants are: [Cl:1][C:2]1[CH:7]=[CH:6][C:5]([CH2:8][C:9]2[C:18]3[C:13](=[CH:14][CH:15]=[CH:16][CH:17]=3)[C:12](=[O:19])[N:11]([CH2:20][C@H:21]3[CH2:25][CH2:24][CH2:23][NH:22]3)[N:10]=2)=[CH:4][CH:3]=1.Br[CH2:27][CH2:28][N:29]1[C:37](=[O:38])[C:36]2[C:31](=[CH:32][CH:33]=[CH:34][CH:35]=2)[C:30]1=[O:39].C(=O)([O-])[O-].[K+].[K+]. Given the product [Cl:1][C:2]1[CH:7]=[CH:6][C:5]([CH2:8][C:9]2[C:18]3[C:13](=[CH:14][CH:15]=[CH:16][CH:17]=3)[C:12](=[O:19])[N:11]([CH2:20][C@H:21]3[CH2:25][CH2:24][CH2:23][N:22]3[CH2:27][CH2:28][N:29]3[C:30](=[O:39])[C:31]4[C:36](=[CH:35][CH:34]=[CH:33][CH:32]=4)[C:37]3=[O:38])[N:10]=2)=[CH:4][CH:3]=1, predict the reactants needed to synthesize it. (3) Given the product [CH3:15][N:6]([CH3:7])[C:11](=[O:1])[CH2:12][O:21][CH2:20][CH2:19][OH:22], predict the reactants needed to synthesize it. The reactants are: [OH-:1].C([N+:6]([CH2:15]CCC)([CH2:11][CH2:12]CC)[CH2:7]CCC)CCC.[CH2:19]([OH:22])[CH2:20][OH:21]. (4) Given the product [C:8]([O:11][C@H:12]([C@@H:16]([O:33][C:34](=[O:36])[CH3:35])[C:17]([N:19]([CH2:24][C:25]1[CH:26]=[CH:27][C:28]([O:31][CH3:32])=[CH:29][CH:30]=1)[CH2:20][C:21]([CH3:23])=[CH2:22])=[O:18])[C:13]([O:15][CH3:1])=[O:14])(=[O:10])[CH3:9], predict the reactants needed to synthesize it. The reactants are: [CH3:1][Si](C=[N+]=[N-])(C)C.[C:8]([O:11][C@H:12]([C@@H:16]([O:33][C:34](=[O:36])[CH3:35])[C:17]([N:19]([CH2:24][C:25]1[CH:30]=[CH:29][C:28]([O:31][CH3:32])=[CH:27][CH:26]=1)[CH2:20][C:21]([CH3:23])=[CH2:22])=[O:18])[C:13]([OH:15])=[O:14])(=[O:10])[CH3:9]. (5) Given the product [CH3:1][N:2]1[C:6]2=[N:7][C:8]([NH2:11])=[CH:9][CH:10]=[C:5]2[CH:4]=[CH:3]1, predict the reactants needed to synthesize it. The reactants are: [CH3:1][N:2]1[C:6]2=[N:7][C:8]([N:11]3C(=O)C4C(=CC=CC=4)C3=O)=[CH:9][CH:10]=[C:5]2[CH:4]=[CH:3]1.NN.